This data is from Forward reaction prediction with 1.9M reactions from USPTO patents (1976-2016). The task is: Predict the product of the given reaction. (1) Given the reactants Cl[C:2]1[N:7]=[C:6]([CH3:8])[C:5]([CH:9]([CH2:14][CH2:15][CH3:16])[C:10]([O:12][CH3:13])=[O:11])=[C:4]([C:17]2[CH:22]=[CH:21][C:20]([CH3:23])=[CH:19][CH:18]=2)[N:3]=1.[N:24]1[C:33]2[C:28](=[C:29](B(O)O)[CH:30]=[CH:31][CH:32]=2)[CH:27]=[CH:26][CH:25]=1.C(N(CC)C(C)C)(C)C, predict the reaction product. The product is: [CH3:8][C:6]1[C:5]([CH:9]([CH2:14][CH2:15][CH3:16])[C:10]([O:12][CH3:13])=[O:11])=[C:4]([C:17]2[CH:22]=[CH:21][C:20]([CH3:23])=[CH:19][CH:18]=2)[N:3]=[C:2]([C:29]2[CH:30]=[CH:31][CH:32]=[C:33]3[C:28]=2[CH:27]=[CH:26][CH:25]=[N:24]3)[N:7]=1. (2) Given the reactants [CH3:1][O:2][C:3](=[O:11])[C:4]1[CH:9]=[CH:8][C:7]([NH2:10])=[CH:6][CH:5]=1.[Br:12][C:13]1[CH:14]=[C:15]([CH:18]=[CH:19][CH:20]=1)[CH:16]=O, predict the reaction product. The product is: [CH3:1][O:2][C:3](=[O:11])[C:4]1[CH:9]=[CH:8][C:7](/[N:10]=[CH:16]/[C:15]2[CH:18]=[CH:19][CH:20]=[C:13]([Br:12])[CH:14]=2)=[CH:6][CH:5]=1. (3) Given the reactants [F:1][C:2]1[CH:37]=[CH:36][C:5]([C:6]([NH:8][C:9]2[CH:35]=[CH:34][C:12]([CH2:13][NH:14][C:15]3[C:24]4[C:19](=[CH:20][CH:21]=[CH:22][CH:23]=4)[N:18]=[C:17]([NH:25][CH2:26][C:27]([O:29]C(C)(C)C)=[O:28])[N:16]=3)=[CH:11][CH:10]=2)=[O:7])=[CH:4][CH:3]=1.C(O)(C(F)(F)F)=O, predict the reaction product. The product is: [F:1][C:2]1[CH:3]=[CH:4][C:5]([C:6]([NH:8][C:9]2[CH:10]=[CH:11][C:12]([CH2:13][NH:14][C:15]3[C:24]4[C:19](=[CH:20][CH:21]=[CH:22][CH:23]=4)[N:18]=[C:17]([NH:25][CH2:26][C:27]([OH:29])=[O:28])[N:16]=3)=[CH:34][CH:35]=2)=[O:7])=[CH:36][CH:37]=1.